Dataset: Forward reaction prediction with 1.9M reactions from USPTO patents (1976-2016). Task: Predict the product of the given reaction. (1) Given the reactants [Br:1]Br.[F:3][C:4]1[CH:5]=[C:6]2[C:11](=[CH:12][CH:13]=1)[C:10](=[O:14])[N:9]([CH3:15])[CH:8]=[CH:7]2, predict the reaction product. The product is: [Br:1][C:7]1[C:6]2[C:11](=[CH:12][CH:13]=[C:4]([F:3])[CH:5]=2)[C:10](=[O:14])[N:9]([CH3:15])[CH:8]=1. (2) Given the reactants I[C:2]1[C:3]([CH3:20])=[C:4]([CH:12]=[C:13]([CH3:19])[C:14]=1[C:15]([O:17][CH3:18])=[O:16])[C:5]([O:7][C:8]([CH3:11])([CH3:10])[CH3:9])=[O:6].C(=O)([O-])[O-].[Cs+].[Cs+].[CH2:27]([NH2:29])[CH3:28].CC1(C)C2C(=C(P(C3C=CC=CC=3)C3C=CC=CC=3)C=CC=2)OC2C(P(C3C=CC=CC=3)C3C=CC=CC=3)=CC=CC1=2, predict the reaction product. The product is: [CH2:27]([NH:29][C:2]1[C:3]([CH3:20])=[C:4]([CH:12]=[C:13]([CH3:19])[C:14]=1[C:15]([O:17][CH3:18])=[O:16])[C:5]([O:7][C:8]([CH3:11])([CH3:10])[CH3:9])=[O:6])[CH3:28].